From a dataset of Full USPTO retrosynthesis dataset with 1.9M reactions from patents (1976-2016). Predict the reactants needed to synthesize the given product. Given the product [C:20]([C:8]1[C:9]2[C:14](=[CH:13][CH:12]=[CH:11][CH:10]=2)[N:6]([CH3:5])[C:7]=1[C:15]([O:17][CH2:18][CH3:19])=[O:16])(=[O:27])[C:21]1[CH:26]=[CH:25][CH:24]=[CH:23][CH:22]=1, predict the reactants needed to synthesize it. The reactants are: [Al+3].[Cl-].[Cl-].[Cl-].[CH3:5][N:6]1[C:14]2[C:9](=[CH:10][CH:11]=[CH:12][CH:13]=2)[CH:8]=[C:7]1[C:15]([O:17][CH2:18][CH3:19])=[O:16].[C:20](Cl)(=[O:27])[C:21]1[CH:26]=[CH:25][CH:24]=[CH:23][CH:22]=1.